Dataset: Catalyst prediction with 721,799 reactions and 888 catalyst types from USPTO. Task: Predict which catalyst facilitates the given reaction. (1) Product: [CH2:1]([C:3]1[CH:8]=[C:7]([N+:9]([O-:11])=[O:10])[C:6]([O:12][CH2:13][CH3:14])=[CH:5][C:4]=1[N:32]1[CH2:31][CH2:30][N:29]([CH2:28][CH2:27][S:24]([CH3:23])(=[O:25])=[O:26])[CH2:34][CH2:33]1)[CH3:2]. The catalyst class is: 16. Reactant: [CH2:1]([C:3]1[CH:8]=[C:7]([N+:9]([O-:11])=[O:10])[C:6]([O:12][CH2:13][CH3:14])=[CH:5][C:4]=1F)[CH3:2].C([O-])([O-])=O.[K+].[K+].Cl.[CH3:23][S:24]([CH2:27][CH2:28][N:29]1[CH2:34][CH2:33][NH:32][CH2:31][CH2:30]1)(=[O:26])=[O:25].O. (2) Reactant: Br[CH2:2][CH2:3][CH2:4][CH2:5][O:6][C:7]1[CH:12]=[CH:11][C:10]([Cl:13])=[C:9]([Cl:14])[CH:8]=1.[CH3:15][NH2:16].[O-2].[Ca+2]. Product: [Cl:14][C:9]1[CH:8]=[C:7]([CH:12]=[CH:11][C:10]=1[Cl:13])[O:6][CH2:5][CH2:4][CH2:3][CH2:2][NH:16][CH3:15]. The catalyst class is: 1.